From a dataset of Full USPTO retrosynthesis dataset with 1.9M reactions from patents (1976-2016). Predict the reactants needed to synthesize the given product. (1) Given the product [CH2:23]([O:30][CH2:31][C@H:32]([O:35][C:20](=[O:21])[CH2:19][CH2:18][CH2:17][CH2:16][CH2:15][CH2:14][CH2:13][CH:12]1[CH2:11][CH:10]1[CH2:9][CH:8]1[CH2:7][CH:6]1[CH2:5][CH2:4][CH2:41][CH2:40][CH3:39])[CH2:33][O:21][C:20](=[O:22])[CH2:19][CH2:18][CH2:17][CH2:16][CH2:15][CH2:14][CH2:13][CH:12]1[CH2:11][CH:10]1[CH2:9][CH:8]1[CH2:7][CH:6]1[CH2:5][CH2:4][CH2:3][CH2:2][CH3:1])[C:24]1[CH:25]=[CH:26][CH:27]=[CH:28][CH:29]=1, predict the reactants needed to synthesize it. The reactants are: [CH3:1][CH2:2][CH2:3][CH2:4][CH2:5][CH:6]1[CH:8]([CH2:9][CH:10]2[CH:12]([CH2:13][CH2:14][CH2:15][CH2:16][CH2:17][CH2:18][CH2:19][C:20]([OH:22])=[O:21])[CH2:11]2)[CH2:7]1.[CH2:23]([O:30][CH2:31][C@H:32]([OH:35])[CH2:33]O)[C:24]1[CH:29]=[CH:28][CH:27]=[CH:26][CH:25]=1.Cl.CN(C)[CH2:39][CH2:40][CH2:41]N=C=NCC.Cl. (2) Given the product [Br:1][C:2]1[CH:11]=[C:10]2[C:5]([C:6]([NH:16][CH2:17][CH2:18][N:19]3[CH2:24][CH2:23][N:22]([C:25]([O:27][C:28]([CH3:31])([CH3:30])[CH3:29])=[O:26])[CH2:21][CH2:20]3)=[C:7]([N+:12]([O-:14])=[O:13])[CH:8]=[N:9]2)=[CH:4][CH:3]=1, predict the reactants needed to synthesize it. The reactants are: [Br:1][C:2]1[CH:11]=[C:10]2[C:5]([C:6](Cl)=[C:7]([N+:12]([O-:14])=[O:13])[CH:8]=[N:9]2)=[CH:4][CH:3]=1.[NH2:16][CH2:17][CH2:18][N:19]1[CH2:24][CH2:23][N:22]([C:25]([O:27][C:28]([CH3:31])([CH3:30])[CH3:29])=[O:26])[CH2:21][CH2:20]1.